This data is from Forward reaction prediction with 1.9M reactions from USPTO patents (1976-2016). The task is: Predict the product of the given reaction. (1) Given the reactants C[Si]([N-][Si](C)(C)C)(C)C.[Na+].[F:11][C:12]1[CH:17]=[C:16]([CH3:18])[CH:15]=[CH:14][N:13]=1.[Br:19][C:20]1[CH:30]=[CH:29][C:23]([C:24](OCC)=[O:25])=[CH:22][CH:21]=1.Cl.[OH-].[Na+], predict the reaction product. The product is: [Br:19][C:20]1[CH:30]=[CH:29][C:23]([C:24](=[O:25])[CH2:18][C:16]2[CH:15]=[CH:14][N:13]=[C:12]([F:11])[CH:17]=2)=[CH:22][CH:21]=1. (2) Given the reactants Br[C:2]1[S:6][C:5]([CH2:7][C:8]2[CH:13]=[C:12]([O:14][CH2:15][CH2:16][O:17][CH3:18])[CH:11]=[CH:10][C:9]=2/[CH:19]=[CH:20]/[C:21]([NH:23][S:24]([CH2:27][CH2:28][CH2:29][CH2:30][CH3:31])(=[O:26])=[O:25])=[O:22])=[N:4][CH:3]=1.OB(O)[C:34]1[CH:39]=[CH:38][CH:37]=[CH:36][CH:35]=1.C(=O)([O-])[O-].[Na+].[Na+].O, predict the reaction product. The product is: [CH3:18][O:17][CH2:16][CH2:15][O:14][C:12]1[CH:11]=[CH:10][C:9](/[CH:19]=[CH:20]/[C:21]([NH:23][S:24]([CH2:27][CH2:28][CH2:29][CH2:30][CH3:31])(=[O:26])=[O:25])=[O:22])=[C:8]([CH2:7][C:5]2[S:6][C:2]([C:34]3[CH:39]=[CH:38][CH:37]=[CH:36][CH:35]=3)=[CH:3][N:4]=2)[CH:13]=1. (3) Given the reactants [NH2:1][C:2]1[CH:3]=[C:4]([O:8][C:9]2[CH:17]=[C:16]([F:18])[CH:15]=[C:14]([NH:19][C:20]3[CH:25]=[CH:24][C:23]([I:26])=[CH:22][C:21]=3[F:27])[C:10]=2[C:11]([NH2:13])=[O:12])[CH:5]=[N:6][CH:7]=1.[CH:28]([S:31](Cl)(=[O:33])=[O:32])([CH3:30])[CH3:29].S(Cl)(Cl)(=O)=O, predict the reaction product. The product is: [F:18][C:16]1[CH:17]=[C:9]([O:8][C:4]2[CH:5]=[N:6][CH:7]=[C:2]([NH:1][S:31]([CH:28]([CH3:30])[CH3:29])(=[O:33])=[O:32])[CH:3]=2)[C:10]([C:11]([NH2:13])=[O:12])=[C:14]([NH:19][C:20]2[CH:25]=[CH:24][C:23]([I:26])=[CH:22][C:21]=2[F:27])[CH:15]=1. (4) Given the reactants [Cl:1][C:2]1[CH:3]=[C:4]([NH:8][CH2:9][C:10]([NH:12][NH2:13])=[O:11])[CH:5]=[CH:6][CH:7]=1.[Cl:14][C:15]1[CH:16]=[N:17][CH:18]=[C:19]([Cl:23])[C:20]=1[CH:21]=O, predict the reaction product. The product is: [Cl:14][C:15]1[CH:16]=[N:17][CH:18]=[C:19]([Cl:23])[C:20]=1/[CH:21]=[N:13]/[NH:12][C:10](=[O:11])[CH2:9][NH:8][C:4]1[CH:5]=[CH:6][CH:7]=[C:2]([Cl:1])[CH:3]=1.